This data is from Catalyst prediction with 721,799 reactions and 888 catalyst types from USPTO. The task is: Predict which catalyst facilitates the given reaction. (1) Reactant: [C:1]([O-:4])(=[O:3])[CH3:2].[Ca+2:5].[C:6]([O-:9])(=[O:8])[CH3:7].[OH:10][C@H:11]([CH2:17][C:18](=[O:20])[O-:19])[CH2:12][N+:13]([CH3:16])([CH3:15])[CH3:14]. Product: [C:1]([O-:4])(=[O:3])[CH3:2].[Ca+2:5].[OH:10][C@H:11]([CH2:17][C:18](=[O:19])[O-:20])[CH2:12][N+:13]([CH3:16])([CH3:14])[CH3:15].[C:6]([O-:9])(=[O:8])[CH3:7]. The catalyst class is: 6. (2) Reactant: CC1(C)[O:9][C:8](=[O:10])[C:5]2([CH2:7][CH2:6]2)[C:4](=[O:11])O1.[NH2:13][C:14]1[CH:19]=[CH:18][C:17]([C:20](=O)C)=[CH:16][CH:15]=1. Product: [O:11]=[C:4]1[CH:5]([C:8]([OH:9])=[O:10])[CH2:7][CH2:6][N:13]1[C:14]1[CH:19]=[CH:18][C:17]([CH3:20])=[CH:16][CH:15]=1. The catalyst class is: 8. (3) Reactant: [OH:1][CH2:2][CH:3]1[CH2:9][CH2:8][S:7][C:6]2[CH:10]=[CH:11][CH:12]=[CH:13][C:5]=2[C:4]1=[O:14].C(N(CC)CC)C.[C:22]1([N:28]=[C:29]=[O:30])[CH:27]=[CH:26][CH:25]=[CH:24][CH:23]=1. Product: [O:14]=[C:4]1[CH:3]([CH2:2][O:1][C:29](=[O:30])[NH:28][C:22]2[CH:27]=[CH:26][CH:25]=[CH:24][CH:23]=2)[CH2:9][CH2:8][S:7][C:6]2[CH:10]=[CH:11][CH:12]=[CH:13][C:5]1=2. The catalyst class is: 7.